From a dataset of Forward reaction prediction with 1.9M reactions from USPTO patents (1976-2016). Predict the product of the given reaction. (1) Given the reactants C(O[BH-](OC(=O)C)OC(=O)C)(=O)C.[Na+].[NH2:15][C@H:16]([CH:20]1[CH2:24][CH2:23][CH2:22][CH2:21]1)[C:17]([OH:19])=[O:18].[CH:25]([C:27]1[CH:32]=[CH:31][N:30]=[C:29]2[N:33]([C:40]([O:42][C:43]([CH3:46])([CH3:45])[CH3:44])=[O:41])[CH:34]=[C:35]([C:36]([O:38][CH3:39])=[O:37])[C:28]=12)=O, predict the reaction product. The product is: [C:43]([O:42][C:40]([N:33]1[C:29]2=[N:30][CH:31]=[CH:32][C:27]([CH2:25][NH:15][C@H:16]([CH:20]3[CH2:24][CH2:23][CH2:22][CH2:21]3)[C:17]([OH:19])=[O:18])=[C:28]2[C:35]([C:36]([O:38][CH3:39])=[O:37])=[CH:34]1)=[O:41])([CH3:46])([CH3:45])[CH3:44]. (2) Given the reactants [Cl:1][C:2]1[CH:11]=[CH:10][C:9]([NH:12][S:13]([C:16]2[CH:21]=[CH:20][C:19]([C:22]([F:25])([F:24])[F:23])=[CH:18][C:17]=2[N+:26]([O-])=O)(=[O:15])=[O:14])=[C:8]2[C:3]=1[CH:4]=[CH:5][CH:6]=[N:7]2.O.NN, predict the reaction product. The product is: [NH2:26][C:17]1[CH:18]=[C:19]([C:22]([F:24])([F:23])[F:25])[CH:20]=[CH:21][C:16]=1[S:13]([NH:12][C:9]1[CH:10]=[CH:11][C:2]([Cl:1])=[C:3]2[C:8]=1[N:7]=[CH:6][CH:5]=[CH:4]2)(=[O:14])=[O:15]. (3) Given the reactants C(C(CC)CNCC1SC(C2C=C3C(=C(C(N)=O)C=2)NC=C3C2CCN(S(CC)(=O)=O)CC2)=CC=1)C.[CH:37]([C:39]1[S:43][C:42]([B:44]([OH:46])[OH:45])=[CH:41][CH:40]=1)=O.[CH3:47][O:48][CH2:49][CH2:50][CH2:51][NH2:52].[BH3-]C#N.[Na+], predict the reaction product. The product is: [CH3:47][O:48][CH2:49][CH2:50][CH2:51][NH:52][CH2:37][C:39]1[S:43][C:42]([B:44]([OH:46])[OH:45])=[CH:41][CH:40]=1. (4) Given the reactants Cl.[CH3:2][NH:3][C:4]1([C:8]([O:10][CH3:11])=[O:9])[CH2:7][CH2:6][CH2:5]1.O.[C:13]1([CH3:23])[CH:18]=[CH:17][C:16]([S:19]([OH:22])(=[O:21])=[O:20])=[CH:15][CH:14]=1, predict the reaction product. The product is: [C:13]1([CH3:23])[CH:14]=[CH:15][C:16]([S:19]([OH:22])(=[O:20])=[O:21])=[CH:17][CH:18]=1.[CH3:2][NH:3][C:4]1([C:8]([O:10][CH3:11])=[O:9])[CH2:7][CH2:6][CH2:5]1. (5) Given the reactants [NH2:1][C:2]1[S:3][CH:4]=[C:5]([CH2:7][C:8]([O:10][CH2:11][CH3:12])=[O:9])[N:6]=1.[Cl:13][C:14]1[C:15]([C:31]#[N:32])=[C:16]([CH:28]=[CH:29][CH:30]=1)[O:17][C:18]1[CH:23]=[CH:22][C:21]([S:24](Cl)(=[O:26])=[O:25])=[CH:20][CH:19]=1, predict the reaction product. The product is: [Cl:13][C:14]1[C:15]([C:31]#[N:32])=[C:16]([CH:28]=[CH:29][CH:30]=1)[O:17][C:18]1[CH:19]=[CH:20][C:21]([S:24]([NH:1][C:2]2[S:3][CH:4]=[C:5]([CH2:7][C:8]([O:10][CH2:11][CH3:12])=[O:9])[N:6]=2)(=[O:25])=[O:26])=[CH:22][CH:23]=1.